From a dataset of Full USPTO retrosynthesis dataset with 1.9M reactions from patents (1976-2016). Predict the reactants needed to synthesize the given product. Given the product [CH3:31][CH:30]([CH3:32])[CH2:29][CH2:28][NH:33][C:9]([C:10]1[CH:11]=[CH:12][C:13]([O:16][C:17](=[O:26])[N:18]([CH3:25])[C:19]2[CH:20]=[CH:21][CH:22]=[CH:23][CH:24]=2)=[CH:14][CH:15]=1)=[O:27], predict the reactants needed to synthesize it. The reactants are: O=C1CCC(=O)N1O[C:9](=[O:27])[C:10]1[CH:15]=[CH:14][C:13]([O:16][C:17](=[O:26])[N:18]([CH3:25])[C:19]2[CH:24]=[CH:23][CH:22]=[CH:21][CH:20]=2)=[CH:12][CH:11]=1.[CH2:28]([NH2:33])[CH2:29][CH:30]([CH3:32])[CH3:31].